This data is from Catalyst prediction with 721,799 reactions and 888 catalyst types from USPTO. The task is: Predict which catalyst facilitates the given reaction. (1) Reactant: [NH2:1][C:2]1[CH:10]=[CH:9][CH:8]=[C:7]([Cl:11])[C:3]=1[C:4]([OH:6])=[O:5].Cl[C:13](Cl)([O:15]C(=O)OC(Cl)(Cl)Cl)Cl. Product: [Cl:11][C:7]1[C:3]2[C:4](=[O:6])[O:5][C:13](=[O:15])[NH:1][C:2]=2[CH:10]=[CH:9][CH:8]=1. The catalyst class is: 12. (2) Reactant: [I:1]/[CH:2]=[CH:3]\[C:4]([OH:6])=O.CCN(C(C)C)C(C)C.CN(C(ON1N=NC2C=CC=NC1=2)=[N+](C)C)C.F[P-](F)(F)(F)(F)F.Cl.[F:41][C:42]1([F:46])[CH2:45][NH:44][CH2:43]1. Product: [F:41][C:42]1([F:46])[CH2:45][N:44]([C:4](=[O:6])/[CH:3]=[CH:2]\[I:1])[CH2:43]1. The catalyst class is: 2. (3) Reactant: O[CH2:2][C:3]1[CH:16]=[N:15][C:6]2[C:7]3[N:8]([CH:12]=[CH:13][CH:14]=3)[C:9](=[O:11])[NH:10][C:5]=2[CH:4]=1.[F:17][C:18]1[CH:19]=[C:20]([CH:26]=[CH:27][C:28]=1[N:29]1[CH2:34][CH2:33][NH:32][CH2:31][CH2:30]1)[C:21]([NH:23][CH2:24][CH3:25])=[O:22].[I-].C(C[P+](C)(C)C)#N.C(N(C(C)C)C(C)C)C. Product: [CH2:24]([NH:23][C:21](=[O:22])[C:20]1[CH:26]=[CH:27][C:28]([N:29]2[CH2:34][CH2:33][N:32]([CH2:2][C:3]3[CH:16]=[N:15][C:6]4[C:7]5[N:8]([CH:12]=[CH:13][CH:14]=5)[C:9](=[O:11])[NH:10][C:5]=4[CH:4]=3)[CH2:31][CH2:30]2)=[C:18]([F:17])[CH:19]=1)[CH3:25]. The catalyst class is: 397.